From a dataset of Reaction yield outcomes from USPTO patents with 853,638 reactions. Predict the reaction yield, written as a fraction of the theoretical maximum amount of product (1.0 means a 100% yield; for example, 0.34 means a 34% yield). The reactants are [Br:1][C:2]1[CH:3]=[C:4]2[C:8](=[CH:9][CH:10]=1)[C:7](=[O:11])[CH2:6][CH2:5]2.CS(O)(=O)=O.[N-:17]=[N+]=[N-].[Na+]. The catalyst is C(Cl)Cl. The product is [Br:1][C:2]1[CH:3]=[C:4]2[C:8](=[CH:9][CH:10]=1)[C:7](=[O:11])[NH:17][CH2:6][CH2:5]2. The yield is 0.420.